Dataset: NCI-60 drug combinations with 297,098 pairs across 59 cell lines. Task: Regression. Given two drug SMILES strings and cell line genomic features, predict the synergy score measuring deviation from expected non-interaction effect. (1) Drug 1: C1=CC(=CC=C1CCCC(=O)O)N(CCCl)CCCl. Drug 2: CCC(=C(C1=CC=CC=C1)C2=CC=C(C=C2)OCCN(C)C)C3=CC=CC=C3.C(C(=O)O)C(CC(=O)O)(C(=O)O)O. Cell line: IGROV1. Synergy scores: CSS=31.1, Synergy_ZIP=-2.98, Synergy_Bliss=-1.52, Synergy_Loewe=-0.494, Synergy_HSA=-0.0766. (2) Drug 1: CC1=C(C=C(C=C1)C(=O)NC2=CC(=CC(=C2)C(F)(F)F)N3C=C(N=C3)C)NC4=NC=CC(=N4)C5=CN=CC=C5. Drug 2: C1=NNC2=C1C(=O)NC=N2. Cell line: HCC-2998. Synergy scores: CSS=-5.58, Synergy_ZIP=2.23, Synergy_Bliss=-0.740, Synergy_Loewe=-6.79, Synergy_HSA=-7.52. (3) Cell line: NCI-H460. Synergy scores: CSS=54.4, Synergy_ZIP=-8.69, Synergy_Bliss=-9.82, Synergy_Loewe=-3.26, Synergy_HSA=0.293. Drug 2: CC1C(C(CC(O1)OC2CC(CC3=C2C(=C4C(=C3O)C(=O)C5=CC=CC=C5C4=O)O)(C(=O)C)O)N)O. Drug 1: CC1=C2C(C(=O)C3(C(CC4C(C3C(C(C2(C)C)(CC1OC(=O)C(C(C5=CC=CC=C5)NC(=O)OC(C)(C)C)O)O)OC(=O)C6=CC=CC=C6)(CO4)OC(=O)C)OC)C)OC. (4) Cell line: A549. Synergy scores: CSS=5.14, Synergy_ZIP=-1.72, Synergy_Bliss=0.00204, Synergy_Loewe=-4.23, Synergy_HSA=-1.62. Drug 1: CS(=O)(=O)C1=CC(=C(C=C1)C(=O)NC2=CC(=C(C=C2)Cl)C3=CC=CC=N3)Cl. Drug 2: CN1C2=C(C=C(C=C2)N(CCCl)CCCl)N=C1CCCC(=O)O.Cl. (5) Drug 1: CC(C)(C1=NC(=CC=C1)N2C3=NC(=NC=C3C(=O)N2CC=C)NC4=CC=C(C=C4)N5CCN(CC5)C)O. Drug 2: CCC1(C2=C(COC1=O)C(=O)N3CC4=CC5=C(C=CC(=C5CN(C)C)O)N=C4C3=C2)O. Cell line: HT29. Synergy scores: CSS=87.2, Synergy_ZIP=6.68, Synergy_Bliss=5.98, Synergy_Loewe=2.66, Synergy_HSA=9.12. (6) Drug 1: COC1=NC(=NC2=C1N=CN2C3C(C(C(O3)CO)O)O)N. Drug 2: CC1=C2C(C(=O)C3(C(CC4C(C3C(C(C2(C)C)(CC1OC(=O)C(C(C5=CC=CC=C5)NC(=O)OC(C)(C)C)O)O)OC(=O)C6=CC=CC=C6)(CO4)OC(=O)C)O)C)O. Cell line: COLO 205. Synergy scores: CSS=7.38, Synergy_ZIP=-3.82, Synergy_Bliss=-2.79, Synergy_Loewe=-1.56, Synergy_HSA=-1.55.